From a dataset of Full USPTO retrosynthesis dataset with 1.9M reactions from patents (1976-2016). Predict the reactants needed to synthesize the given product. Given the product [Cl:34][C:13]1[CH:14]=[C:15]([NH:16][S:17]([C:20]2[CH:25]=[CH:24][C:23]([CH3:26])=[C:22]([C:27]([F:30])([F:29])[F:28])[CH:21]=2)(=[O:19])=[O:18])[C:10]([C:8]([C:6]2[CH:5]=[CH:4][N:3]=[C:2]([NH:1][S:36]([CH3:35])(=[O:38])=[O:37])[CH:7]=2)=[O:9])=[N:11][CH:12]=1, predict the reactants needed to synthesize it. The reactants are: [NH2:1][C:2]1[CH:7]=[C:6]([C:8]([C:10]2[C:15]([N:16](COC)[S:17]([C:20]3[CH:25]=[CH:24][C:23]([CH3:26])=[C:22]([C:27]([F:30])([F:29])[F:28])[CH:21]=3)(=[O:19])=[O:18])=[CH:14][C:13]([Cl:34])=[CH:12][N:11]=2)=[O:9])[CH:5]=[CH:4][N:3]=1.[CH3:35][S:36](Cl)(=[O:38])=[O:37].